From a dataset of Forward reaction prediction with 1.9M reactions from USPTO patents (1976-2016). Predict the product of the given reaction. (1) Given the reactants [C:1](=O)([O-])[O-].[Cs+].[Cs+].[Cl:7][C:8]1[CH:9]=[C:10]([C:15]([C:17]2[CH:22]=[CH:21][CH:20]=[CH:19][CH:18]=2)=[O:16])[C:11]([OH:14])=[N:12][CH:13]=1.[CH3:23][O:24][C:25](=[O:44])[CH2:26][CH2:27][C:28]1[CH:33]=[CH:32][C:31]([O:34][CH2:35][CH2:36][C@@H:37]([O:39]S(C)(=O)=O)[CH3:38])=[CH:30][CH:29]=1.[CH3:45]OC(=O)CC, predict the reaction product. The product is: [CH3:23][O:24][C:25](=[O:44])[CH2:26][CH2:27][C:28]1[CH:33]=[CH:32][C:31]([O:34][CH2:35][CH2:36][C@@H:37]([O:14][C:11]2[C:10]([C:15](=[O:16])[C:17]3[CH:18]=[CH:19][CH:20]=[CH:21][CH:22]=3)=[CH:9][C:8]([Cl:7])=[CH:13][N:12]=2)[CH3:38])=[CH:30][C:29]=1[CH3:1].[C:15]([C:10]1[C:11]([O:39][C@@H:37]([CH3:38])[CH2:36][CH2:35][O:34][C:31]2[CH:32]=[CH:33][C:28]([CH2:27][CH2:26][C:25]([OH:24])=[O:44])=[C:29]([CH3:45])[CH:30]=2)=[N:12][CH:13]=[C:8]([Cl:7])[CH:9]=1)(=[O:16])[C:17]1[CH:22]=[CH:21][CH:20]=[CH:19][CH:18]=1. (2) Given the reactants [CH3:1][C:2]1[CH:24]=[CH:23][C:5]([C:6]([N:8]2[CH2:13][CH2:12][CH:11]([C:14]3[CH:22]=[CH:21][C:17]([C:18]([NH2:20])=[O:19])=[CH:16][CH:15]=3)[CH2:10][CH2:9]2)=[O:7])=[CH:4][C:3]=1[N+:25]([O-])=O.CC1C=CC(C(N2CCC(C3C=CC(C(O)=O)=CC=3)CC2)=O)=CC=1[N+]([O-])=O, predict the reaction product. The product is: [NH2:25][C:3]1[CH:4]=[C:5]([CH:23]=[CH:24][C:2]=1[CH3:1])[C:6]([N:8]1[CH2:9][CH2:10][CH:11]([C:14]2[CH:22]=[CH:21][C:17]([C:18]([NH2:20])=[O:19])=[CH:16][CH:15]=2)[CH2:12][CH2:13]1)=[O:7]. (3) Given the reactants [Br:1][C:2]1[CH:3]=[C:4]([C:8]#[C:9][C:10]2[CH:15]=[CH:14][C:13]([O:16][CH:17]([F:19])[F:18])=[C:12]([CH:20]3[CH2:22][CH2:21]3)[CH:11]=2)[CH:5]=[CH:6][CH:7]=1.C(=O)([O-])[O-:24].[Na+].[Na+].[Mn]([O-])(=O)(=O)=O.[K+].[Mn]([O-])(=O)(=O)=O.[OH2:40], predict the reaction product. The product is: [Br:1][C:2]1[CH:3]=[C:4]([C:8](=[O:24])[C:9]([C:10]2[CH:15]=[CH:14][C:13]([O:16][CH:17]([F:18])[F:19])=[C:12]([CH:20]3[CH2:22][CH2:21]3)[CH:11]=2)=[O:40])[CH:5]=[CH:6][CH:7]=1. (4) Given the reactants [Cl:1][C:2]1[CH:7]=[CH:6][N:5]=[C:4]([C:8]([NH2:10])=O)[CH:3]=1.CN(C)C=O.P(Cl)(Cl)(Cl)=O.[OH-].[Na+], predict the reaction product. The product is: [Cl:1][C:2]1[CH:7]=[CH:6][N:5]=[C:4]([C:8]#[N:10])[CH:3]=1. (5) Given the reactants Cl.[CH3:2][O:3][C:4]1[C:12]2[O:11][C:10]([CH3:14])([CH3:13])[CH2:9][C:8]=2[C:7]([C:15]2[C:16]([CH3:28])([CH3:27])[C:17](=[O:26])[N:18]([CH:20]3[CH2:25][CH2:24][NH:23][CH2:22][CH2:21]3)[N:19]=2)=[CH:6][CH:5]=1.[CH2:29]([O:36][C:37]1[CH:38]=[CH:39][C:40]([CH3:46])=[C:41]([CH:45]=1)[C:42](O)=[O:43])[C:30]1[CH:35]=[CH:34][CH:33]=[CH:32][CH:31]=1, predict the reaction product. The product is: [CH2:29]([O:36][C:37]1[CH:38]=[CH:39][C:40]([CH3:46])=[C:41]([C:42]([N:23]2[CH2:24][CH2:25][CH:20]([N:18]3[C:17](=[O:26])[C:16]([CH3:28])([CH3:27])[C:15]([C:7]4[C:8]5[CH2:9][C:10]([CH3:14])([CH3:13])[O:11][C:12]=5[C:4]([O:3][CH3:2])=[CH:5][CH:6]=4)=[N:19]3)[CH2:21][CH2:22]2)=[O:43])[CH:45]=1)[C:30]1[CH:31]=[CH:32][CH:33]=[CH:34][CH:35]=1. (6) Given the reactants [F:1][C:2]([F:13])([F:12])[C:3]1[CH:4]=[C:5]2[C:9](=[CH:10][CH:11]=1)[NH:8][CH:7]=[CH:6]2.[C:14](Cl)(=[O:18])[C:15](Cl)=[O:16].C(Cl)Cl.[CH3:23][O-:24].[Na+].CO, predict the reaction product. The product is: [F:13][C:2]([F:1])([F:12])[C:3]1[CH:4]=[C:5]2[C:9](=[CH:10][CH:11]=1)[NH:8][CH:7]=[C:6]2[C:14](=[O:18])[C:15]([O:24][CH3:23])=[O:16]. (7) Given the reactants C([C:8]1([CH2:14][NH:15][C:16]([C:18]2[CH:22]=[C:21]([NH:23][C:24](=[O:34])[C:25]3[CH:30]=[C:29]([F:31])[C:28]([F:32])=[CH:27][C:26]=3[Cl:33])[NH:20][N:19]=2)=[O:17])[O:12][CH:11]([CH3:13])[N:10]=[CH:9]1)C1C=CC=CC=1.O.[C:36]1([CH3:46])[CH:41]=[CH:40][C:39]([S:42]([OH:45])(=[O:44])=[O:43])=[CH:38][CH:37]=1, predict the reaction product. The product is: [C:36]1([CH3:46])[CH:37]=[CH:38][C:39]([S:42]([OH:45])(=[O:43])=[O:44])=[CH:40][CH:41]=1.[CH2:46]([C:9]1[N:10]=[C:11]([CH3:13])[O:12][C:8]=1[CH2:14][NH:15][C:16]([C:18]1[CH:22]=[C:21]([NH:23][C:24](=[O:34])[C:25]2[CH:30]=[C:29]([F:31])[C:28]([F:32])=[CH:27][C:26]=2[Cl:33])[NH:20][N:19]=1)=[O:17])[C:36]1[CH:41]=[CH:40][CH:39]=[CH:38][CH:37]=1. (8) Given the reactants [F:1][C:2]1[C:10]([C:11]([F:14])([F:13])[F:12])=[N:9][CH:8]=[CH:7][C:3]=1[C:4]([OH:6])=[O:5].S(=O)(=O)(O)O.[CH2:20](O)[CH3:21], predict the reaction product. The product is: [F:1][C:2]1[C:10]([C:11]([F:14])([F:12])[F:13])=[N:9][CH:8]=[CH:7][C:3]=1[C:4]([O:6][CH2:20][CH3:21])=[O:5]. (9) Given the reactants [Cl:1][C:2]1[CH:18]=[CH:17][C:16]([C:19]([F:22])([F:21])[F:20])=[CH:15][C:3]=1[C:4]([NH:6][C@H:7]1[CH2:12][CH2:11][C@H:10]([CH:13]=O)[CH2:9][CH2:8]1)=[O:5].[NH2:23][C:24]1[CH:25]=[N:26][CH:27]=[C:28]([CH3:30])[CH:29]=1.C(O[BH-](OC(=O)C)OC(=O)C)(=O)C.[Na+], predict the reaction product. The product is: [Cl:1][C:2]1[CH:18]=[CH:17][C:16]([C:19]([F:22])([F:21])[F:20])=[CH:15][C:3]=1[C:4]([NH:6][C@H:7]1[CH2:12][CH2:11][C@H:10]([CH2:13][NH:23][C:24]2[CH:25]=[N:26][CH:27]=[C:28]([CH3:30])[CH:29]=2)[CH2:9][CH2:8]1)=[O:5]. (10) Given the reactants [F:1][C:2]1[CH:24]=[CH:23][C:5]([O:6][C:7]2[CH:8]=[C:9]3[C:13](=[CH:14][C:15]=2[C:16](N)=[O:17])[N:12]([CH2:19][CH:20]([CH3:22])[CH3:21])[N:11]=[CH:10]3)=[CH:4][CH:3]=1.C(N1C=CN=C1)(N1C=CN=C1)=O.[CH3:37][NH:38][CH:39]1[CH2:44][CH2:43][N:42]([CH3:45])[CH2:41][CH2:40]1, predict the reaction product. The product is: [CH3:37][N:38]([CH:39]1[CH2:44][CH2:43][N:42]([CH3:45])[CH2:41][CH2:40]1)[C:16]([C:15]1[CH:14]=[C:13]2[C:9]([CH:10]=[N:11][N:12]2[CH2:19][CH:20]([CH3:22])[CH3:21])=[CH:8][C:7]=1[O:6][C:5]1[CH:4]=[CH:3][C:2]([F:1])=[CH:24][CH:23]=1)=[O:17].